From a dataset of Catalyst prediction with 721,799 reactions and 888 catalyst types from USPTO. Predict which catalyst facilitates the given reaction. (1) Reactant: C([NH:5][S:6]([C:9]1[S:10][C:11]([C:14]2[CH:19]=[C:18]([C:20]3[N:25]=[C:24]([C:26]([F:29])([F:28])[F:27])[CH:23]=[C:22]([C:30]4[CH:31]=[N:32][C:33]([C:36]([F:39])([F:38])[F:37])=[CH:34][CH:35]=4)[N:21]=3)[CH:17]=[CH:16][N:15]=2)=[CH:12][CH:13]=1)(=[O:8])=[O:7])(C)(C)C.C(O)(C(F)(F)F)=O. Product: [F:29][C:26]([F:27])([F:28])[C:24]1[CH:23]=[C:22]([C:30]2[CH:31]=[N:32][C:33]([C:36]([F:38])([F:37])[F:39])=[CH:34][CH:35]=2)[N:21]=[C:20]([C:18]2[CH:17]=[CH:16][N:15]=[C:14]([C:11]3[S:10][C:9]([S:6]([NH2:5])(=[O:8])=[O:7])=[CH:13][CH:12]=3)[CH:19]=2)[N:25]=1. The catalyst class is: 4. (2) Reactant: [CH3:1][Si](C=[N+]=[N-])(C)C.[NH2:8][C:9]1[N:17]=[CH:16][C:15]([Br:18])=[CH:14][C:10]=1[C:11]([OH:13])=[O:12]. Product: [NH2:8][C:9]1[N:17]=[CH:16][C:15]([Br:18])=[CH:14][C:10]=1[C:11]([O:13][CH3:1])=[O:12]. The catalyst class is: 61. (3) Reactant: N[C:2]1[CH:3]=[C:4]([C:9]2[C:10]([CH2:17][N:18]3[C@@H:22]([CH3:23])[C@@H:21]([C:24]4[CH:29]=[C:28]([C:30]([F:33])([F:32])[F:31])[CH:27]=[C:26]([C:34]([F:37])([F:36])[F:35])[CH:25]=4)[O:20][C:19]3=[O:38])=[N:11][C:12]([S:15][CH3:16])=[N:13][CH:14]=2)[CH:5]=[CH:6][C:7]=1[F:8].N(OCCCCC)=O.[I:47]I. Product: [F:35][C:34]([F:37])([F:36])[C:26]1[CH:25]=[C:24]([C@H:21]2[O:20][C:19](=[O:38])[N:18]([CH2:17][C:10]3[C:9]([C:4]4[CH:5]=[CH:6][C:7]([F:8])=[C:2]([I:47])[CH:3]=4)=[CH:14][N:13]=[C:12]([S:15][CH3:16])[N:11]=3)[C@H:22]2[CH3:23])[CH:29]=[C:28]([C:30]([F:33])([F:32])[F:31])[CH:27]=1. The catalyst class is: 373. (4) Product: [F:11][C:2]([F:1])([F:10])[C:3]1[C:7]([CH:8]=[O:9])=[CH:6][NH:5][N:4]=1. The catalyst class is: 784. Reactant: [F:1][C:2]([F:11])([F:10])[C:3]1[C:7]([CH2:8][OH:9])=[CH:6][NH:5][N:4]=1. (5) Reactant: [C:1](=[O:18])(ON1C(=O)CCC1=O)[O:2][CH2:3][C:4]1[CH:9]=[CH:8][CH:7]=[CH:6][CH:5]=1.[CH3:19][NH:20][CH2:21][C:22]1[CH:27]=[CH:26][CH:25]=[C:24]([N+:28]([O-:30])=[O:29])[CH:23]=1.CCN(C(C)C)C(C)C. Product: [CH3:19][N:20]([CH2:21][C:22]1[CH:27]=[CH:26][CH:25]=[C:24]([N+:28]([O-:30])=[O:29])[CH:23]=1)[C:1](=[O:18])[O:2][CH2:3][C:4]1[CH:5]=[CH:6][CH:7]=[CH:8][CH:9]=1. The catalyst class is: 2. (6) Reactant: C([O:3][C:4](=[O:46])[C:5]1[CH:10]=[CH:9][C:8]([O:11][CH2:12][CH2:13][CH2:14][C:15]2[CH:20]=[CH:19][C:18]([O:21][CH2:22][C:23]3[CH:28]=[CH:27][C:26]([O:29][CH:30]([CH3:32])[CH3:31])=[CH:25][CH:24]=3)=[CH:17][CH:16]=2)=[C:7]([CH2:33][C:34]([NH:36][C@H:37]2[CH2:41][CH2:40][C@@H:39]([C:42]([O:44]C)=[O:43])[CH2:38]2)=[O:35])[CH:6]=1)C.[OH-].[Na+]. Product: [C:42]([C@@H:39]1[CH2:40][CH2:41][C@H:37]([NH:36][C:34](=[O:35])[CH2:33][C:7]2[CH:6]=[C:5]([CH:10]=[CH:9][C:8]=2[O:11][CH2:12][CH2:13][CH2:14][C:15]2[CH:16]=[CH:17][C:18]([O:21][CH2:22][C:23]3[CH:24]=[CH:25][C:26]([O:29][CH:30]([CH3:31])[CH3:32])=[CH:27][CH:28]=3)=[CH:19][CH:20]=2)[C:4]([OH:46])=[O:3])[CH2:38]1)([OH:44])=[O:43]. The catalyst class is: 83. (7) Reactant: O.[OH-].[Li+].C[O:5][C:6](=[O:37])[CH2:7][C:8]1[C:17]([CH3:18])=[C:16]([C:19]2[CH:24]=[CH:23][C:22]([S:25]([C:28]3[CH:33]=[C:32]([Cl:34])[CH:31]=[C:30]([Cl:35])[CH:29]=3)(=[O:27])=[O:26])=[CH:21][CH:20]=2)[C:15]2[C:10](=[CH:11][CH:12]=[C:13]([Cl:36])[CH:14]=2)[CH:9]=1. Product: [Cl:36][C:13]1[CH:14]=[C:15]2[C:10](=[CH:11][CH:12]=1)[CH:9]=[C:8]([CH2:7][C:6]([OH:37])=[O:5])[C:17]([CH3:18])=[C:16]2[C:19]1[CH:20]=[CH:21][C:22]([S:25]([C:28]2[CH:29]=[C:30]([Cl:35])[CH:31]=[C:32]([Cl:34])[CH:33]=2)(=[O:27])=[O:26])=[CH:23][CH:24]=1. The catalyst class is: 20.